Dataset: Reaction yield outcomes from USPTO patents with 853,638 reactions. Task: Predict the reaction yield, written as a fraction of the theoretical maximum amount of product (1.0 means a 100% yield; for example, 0.34 means a 34% yield). (1) The product is [Br:27][CH2:26][C:23]1[CH:22]=[CH:21][CH:20]=[CH:25][C:24]=1[CH2:29][S:13][C:7]1[C:6]2[C:11](=[CH:12][C:3]([C:2]([F:1])([F:14])[F:15])=[CH:4][CH:5]=2)[N:10]=[CH:9][CH:8]=1. No catalyst specified. The reactants are [F:1][C:2]([F:15])([F:14])[C:3]1[CH:12]=[C:11]2[C:6]([C:7]([SH:13])=[CH:8][CH:9]=[N:10]2)=[CH:5][CH:4]=1.[H-].[Na+].BrC[C:20]1[CH:25]=[CH:24][C:23]([CH2:26][Br:27])=[CH:22][CH:21]=1.O.[CH3:29]N(C=O)C. The yield is 0.120. (2) The reactants are [Cl-].O[NH3+:3].[C:4](=[O:7])([O-])[OH:5].[Na+].CS(C)=O.[CH2:13]([C:15]1[N:16]([C:40]2[CH:45]=[CH:44][CH:43]=[CH:42][CH:41]=2)[C:17](=[O:39])[C:18]([CH2:24][C:25]2[CH:30]=[CH:29][C:28]([C:31]3[C:32]([C:37]#[N:38])=[CH:33][CH:34]=[CH:35][CH:36]=3)=[CH:27][CH:26]=2)=[C:19]([CH2:21][CH2:22][CH3:23])[N:20]=1)[CH3:14]. The catalyst is C(OCC)(=O)C. The product is [CH2:13]([C:15]1[N:16]([C:40]2[CH:45]=[CH:44][CH:43]=[CH:42][CH:41]=2)[C:17](=[O:39])[C:18]([CH2:24][C:25]2[CH:30]=[CH:29][C:28]([C:31]3[CH:36]=[CH:35][CH:34]=[CH:33][C:32]=3[C:37]3[NH:3][C:4](=[O:7])[O:5][N:38]=3)=[CH:27][CH:26]=2)=[C:19]([CH2:21][CH2:22][CH3:23])[N:20]=1)[CH3:14]. The yield is 0.400. (3) The reactants are C([O:3][C:4](=[O:21])[C:5]1[CH:17]=[C:16]([CH:18]([F:20])[F:19])[CH:15]=[C:7]([C:8]([N:10]([CH3:14])[CH2:11][CH2:12][CH3:13])=[O:9])[CH:6]=1)C.[OH-].[Li+]. The catalyst is C1COCC1. The product is [F:19][CH:18]([F:20])[C:16]1[CH:15]=[C:7]([C:8]([N:10]([CH3:14])[CH2:11][CH2:12][CH3:13])=[O:9])[CH:6]=[C:5]([CH:17]=1)[C:4]([OH:21])=[O:3]. The yield is 1.00.